From a dataset of Peptide-MHC class II binding affinity with 134,281 pairs from IEDB. Regression. Given a peptide amino acid sequence and an MHC pseudo amino acid sequence, predict their binding affinity value. This is MHC class II binding data. (1) The peptide sequence is DIFTNSRGKRASKGN. The MHC is DRB1_1302 with pseudo-sequence DRB1_1302. The binding affinity (normalized) is 0.193. (2) The peptide sequence is ALWRVSAEEY. The MHC is DRB1_0404 with pseudo-sequence DRB1_0404. The binding affinity (normalized) is 0.186. (3) The binding affinity (normalized) is 0.0839. The peptide sequence is DEPMVQVEAGKVNHS. The MHC is DRB1_1101 with pseudo-sequence DRB1_1101. (4) The peptide sequence is AFKVAATAANACPAN. The MHC is DRB1_0901 with pseudo-sequence DRB1_0901. The binding affinity (normalized) is 0.587. (5) The peptide sequence is KAFVLDSDNLIPKVV. The MHC is DRB4_0101 with pseudo-sequence DRB4_0103. The binding affinity (normalized) is 0.372. (6) The peptide sequence is IKKYFAATQFEPLAA. The MHC is HLA-DPA10301-DPB10402 with pseudo-sequence HLA-DPA10301-DPB10402. The binding affinity (normalized) is 0.954. (7) The peptide sequence is SQDLELKWNLNGLQAY. The MHC is HLA-DQA10101-DQB10501 with pseudo-sequence HLA-DQA10101-DQB10501. The binding affinity (normalized) is 0.421. (8) The peptide sequence is EYKSDYVYEPFPKEV. The MHC is HLA-DQA10501-DQB10301 with pseudo-sequence HLA-DQA10501-DQB10301. The binding affinity (normalized) is 0.137.